Dataset: Forward reaction prediction with 1.9M reactions from USPTO patents (1976-2016). Task: Predict the product of the given reaction. (1) The product is: [OH:50][CH2:51][CH2:52][NH:53][C:5](=[O:11])[O:6][CH2:7][C:21]([F:49])([F:20])[CH2:22][N:23]1[C:27]([C:28]2[CH:29]=[CH:30][C:31]([F:34])=[CH:32][CH:33]=2)=[C:26]([C:35]2[CH:36]=[CH:37][C:38]3[O:43][CH2:42][C:41](=[O:44])[NH:40][C:39]=3[CH:45]=2)[C:25]([CH3:46])=[N:24]1. Given the reactants ClC(Cl)(O[C:5](=[O:11])[O:6][C:7](Cl)(Cl)Cl)Cl.C(N(CC)CC)C.[F:20][C:21]([F:49])(CO)[CH2:22][N:23]1[C:27]([C:28]2[CH:33]=[CH:32][C:31]([F:34])=[CH:30][CH:29]=2)=[C:26]([C:35]2[CH:36]=[CH:37][C:38]3[O:43][CH2:42][C:41](=[O:44])[NH:40][C:39]=3[CH:45]=2)[C:25]([CH3:46])=[N:24]1.[OH:50][CH2:51][CH2:52][NH2:53], predict the reaction product. (2) Given the reactants [Cl:1][C:2]1[N:7]=[C:6](Cl)[C:5]([CH3:9])=[CH:4][N:3]=1.[NH2:10][C:11]1[CH:21]=[CH:20][CH:19]=[CH:18][C:12]=1[C:13]([O:15][CH2:16][CH3:17])=[O:14].C(N(C(C)C)CC)(C)C, predict the reaction product. The product is: [Cl:1][C:2]1[N:7]=[C:6]([NH:10][C:11]2[CH:21]=[CH:20][CH:19]=[CH:18][C:12]=2[C:13]([O:15][CH2:16][CH3:17])=[O:14])[C:5]([CH3:9])=[CH:4][N:3]=1. (3) Given the reactants [CH2:1]([Li])CCC.[Cl:6][C:7]1[CH:8]=[C:9]([CH:12]=[CH:13][C:14]=1[Cl:15])[CH:10]=[O:11].CI.Cl.[O:19]1CC[CH2:21][CH2:20]1, predict the reaction product. The product is: [C:20]([O:11][CH2:10][CH3:9])(=[O:19])[CH3:21].[CH3:14][CH2:7][CH2:8][CH:9]([CH3:12])[CH3:10].[Cl:6][C:7]1[C:8]([CH3:1])=[C:9]([CH:12]=[CH:13][C:14]=1[Cl:15])[CH:10]=[O:11]. (4) Given the reactants [NH2:1][CH2:2][C@@H:3]1[O:7][C:6](=[O:8])[N:5]([C:9]2[CH:14]=[CH:13][C:12]([I:15])=[C:11]([F:16])[CH:10]=2)[CH2:4]1.C(N(CC)CC)C.[C:24](OC(=O)C)(=[O:26])[CH3:25], predict the reaction product. The product is: [F:16][C:11]1[CH:10]=[C:9]([N:5]2[CH2:4][C@H:3]([CH2:2][NH:1][C:24](=[O:26])[CH3:25])[O:7][C:6]2=[O:8])[CH:14]=[CH:13][C:12]=1[I:15]. (5) Given the reactants [C:1]([O:5][C:6]([O:8][C:9]1[CH:14]=[CH:13][C:12]([O:15]CC2C=CC=CC=2)=[CH:11][CH:10]=1)=[O:7])([CH3:4])([CH3:3])[CH3:2], predict the reaction product. The product is: [C:1]([O:5][C:6]([O:8][C:9]1[CH:10]=[CH:11][C:12]([OH:15])=[CH:13][CH:14]=1)=[O:7])([CH3:4])([CH3:2])[CH3:3]. (6) The product is: [CH3:1][O:2][C:3]([C:4]1[C:5]2[CH:17]=[C:18]([C:19]3[CH:24]=[CH:23][CH:22]=[CH:21][CH:20]=3)[NH:13][C:6]=2[CH:7]=[CH:8][C:9]=1[N+:10]([O-:12])=[O:11])=[O:25]. Given the reactants [CH3:1][O:2][C:3](=[O:25])[C:4]1[C:9]([N+:10]([O-:12])=[O:11])=[CH:8][CH:7]=[C:6]([NH:13]C(=O)C)[C:5]=1[C:17]#[C:18][C:19]1[CH:24]=[CH:23][CH:22]=[CH:21][CH:20]=1.C(OCC)(=O)C, predict the reaction product. (7) Given the reactants [CH3:1][O:2][C:3]1[CH:12]=[CH:11][CH:10]=[CH:9][C:4]=1[O:5][CH2:6][CH2:7][NH2:8].C(N(C(C)C)CC)(C)C.[CH3:22][O:23][C:24]1[CH:25]=[C:26]([CH:30]=[CH:31][C:32]=1[N+:33]([O-:35])=[O:34])[C:27](Cl)=[O:28], predict the reaction product. The product is: [CH3:1][O:2][C:3]1[CH:12]=[CH:11][CH:10]=[CH:9][C:4]=1[O:5][CH2:6][CH2:7][NH:8][C:27](=[O:28])[C:26]1[CH:30]=[CH:31][C:32]([N+:33]([O-:35])=[O:34])=[C:24]([O:23][CH3:22])[CH:25]=1.